Predict the reaction yield, written as a fraction of the theoretical maximum amount of product (1.0 means a 100% yield; for example, 0.34 means a 34% yield). From a dataset of Reaction yield outcomes from USPTO patents with 853,638 reactions. (1) The yield is 0.760. The reactants are [CH2:1]([N:3]1[CH2:8][C:7]([CH3:10])([CH3:9])[O:6][C:5](=[O:11])[CH:4]1[CH2:12][C:13]([OH:15])=O)[CH3:2].C(N(C(C)C)CC)(C)C.CN(C(ON1N=[N:40][C:35]2[CH:36]=[CH:37]C=N[C:34]1=2)=[N+](C)C)C.F[P-](F)(F)(F)(F)F.C(N)(CC)C. The catalyst is CN(C=O)C. The product is [CH:35]([NH:40][C:13](=[O:15])[CH2:12][CH:4]1[C:5](=[O:11])[O:6][C:7]([CH3:9])([CH3:10])[CH2:8][N:3]1[CH2:1][CH3:2])([CH2:36][CH3:37])[CH3:34]. (2) The reactants are [Br:1][CH:2]([C:6]1[CH:11]=[CH:10][CH:9]=[CH:8][CH:7]=1)[C:3]([OH:5])=[O:4].[C:12]1([C@@H:18](O)[CH3:19])[CH:17]=[CH:16][CH:15]=[CH:14][CH:13]=1.CCN=C=NCCCN(C)C. The catalyst is CN(C1C=CN=CC=1)C.ClCCl.C(OCC)(=O)C. The product is [Br:1][CH:2]([C:6]1[CH:11]=[CH:10][CH:9]=[CH:8][CH:7]=1)[C:3]([O:5][C@H:18]([C:12]1[CH:17]=[CH:16][CH:15]=[CH:14][CH:13]=1)[CH3:19])=[O:4]. The yield is 0.730.